From a dataset of Reaction yield outcomes from USPTO patents with 853,638 reactions. Predict the reaction yield, written as a fraction of the theoretical maximum amount of product (1.0 means a 100% yield; for example, 0.34 means a 34% yield). The reactants are [Si]([O:18][CH2:19][CH2:20][CH2:21][CH:22]1[N:26]([C:27]([O:29][CH2:30][C:31]2[CH:36]=[CH:35][C:34]([O:37][C@H:38]3[C@H:43]([O:44][C:45](=[O:47])[CH3:46])[C@@H:42]([O:48][C:49](=[O:51])[CH3:50])[C@H:41]([O:52][C:53](=[O:55])[CH3:54])[C@@H:40]([C:56]([O:58][CH3:59])=[O:57])[O:39]3)=[C:33]([NH:60][C:61](=[O:82])[CH2:62][CH2:63][NH:64][C:65]([O:67][CH2:68][CH:69]3[C:81]4[CH:80]=[CH:79][CH:78]=[CH:77][C:76]=4[C:75]4[C:70]3=[CH:71][CH:72]=[CH:73][CH:74]=4)=[O:66])[CH:32]=2)=[O:28])[CH2:25][CH2:24][O:23]1)(C(C)(C)C)(C1C=CC=CC=1)C1C=CC=CC=1.C(=O)(O)[O-].[Na+]. The catalyst is C1COCC1.N1C=CC=CC=1. The product is [OH:18][CH2:19][CH2:20][CH2:21][CH:22]1[N:26]([C:27]([O:29][CH2:30][C:31]2[CH:36]=[CH:35][C:34]([O:37][C@H:38]3[C@H:43]([O:44][C:45](=[O:47])[CH3:46])[C@@H:42]([O:48][C:49](=[O:51])[CH3:50])[C@H:41]([O:52][C:53](=[O:55])[CH3:54])[C@@H:40]([C:56]([O:58][CH3:59])=[O:57])[O:39]3)=[C:33]([NH:60][C:61](=[O:82])[CH2:62][CH2:63][NH:64][C:65]([O:67][CH2:68][CH:69]3[C:70]4[CH:71]=[CH:72][CH:73]=[CH:74][C:75]=4[C:76]4[C:81]3=[CH:80][CH:79]=[CH:78][CH:77]=4)=[O:66])[CH:32]=2)=[O:28])[CH2:25][CH2:24][O:23]1. The yield is 0.860.